From a dataset of CYP2C9 inhibition data for predicting drug metabolism from PubChem BioAssay. Regression/Classification. Given a drug SMILES string, predict its absorption, distribution, metabolism, or excretion properties. Task type varies by dataset: regression for continuous measurements (e.g., permeability, clearance, half-life) or binary classification for categorical outcomes (e.g., BBB penetration, CYP inhibition). Dataset: cyp2c9_veith. The drug is Cc1cccc(Nc2ccccc2C(=O)O)c1C. The result is 1 (inhibitor).